From a dataset of Peptide-MHC class II binding affinity with 134,281 pairs from IEDB. Regression. Given a peptide amino acid sequence and an MHC pseudo amino acid sequence, predict their binding affinity value. This is MHC class II binding data. The peptide sequence is RCRTCVYNMMGKREK. The MHC is HLA-DQA10501-DQB10303 with pseudo-sequence HLA-DQA10501-DQB10303. The binding affinity (normalized) is 0.224.